This data is from Full USPTO retrosynthesis dataset with 1.9M reactions from patents (1976-2016). The task is: Predict the reactants needed to synthesize the given product. (1) Given the product [Cl:27][C:28]1[N:32]2[CH:33]=[CH:34][C:35]([C:37]([F:40])([F:39])[F:38])=[CH:36][C:31]2=[N:30][C:29]=1[CH2:41][C@@H:42]1[CH2:47][CH2:46][CH2:45][CH2:44][N:43]1[C:7]([C:5]1[N:6]=[C:2]([CH3:1])[S:3][C:4]=1[C:10]1[CH:15]=[CH:14][CH:13]=[CH:12][CH:11]=1)=[O:9], predict the reactants needed to synthesize it. The reactants are: [CH3:1][C:2]1[S:3][C:4]([C:10]2[CH:15]=[CH:14][CH:13]=[CH:12][CH:11]=2)=[C:5]([C:7]([OH:9])=O)[N:6]=1.C(Cl)(=O)C(Cl)=O.CN(C=O)C.[Cl:27][C:28]1[N:32]2[CH:33]=[CH:34][C:35]([C:37]([F:40])([F:39])[F:38])=[CH:36][C:31]2=[N:30][C:29]=1[CH2:41][C@@H:42]1[CH2:47][CH2:46][CH2:45][CH2:44][NH:43]1. (2) Given the product [Br:1][C:2]1[CH:7]=[CH:6][C:5]([C:12]2[S:11][CH:15]=[CH:14][CH:13]=2)=[CH:4][CH:3]=1, predict the reactants needed to synthesize it. The reactants are: [Br:1][C:2]1[CH:7]=[CH:6][C:5](B(O)O)=[CH:4][CH:3]=1.[S:11]1[CH:15]=[CH:14][CH:13]=[CH:12]1. (3) Given the product [C:26]([C:21]1[CH:22]=[CH:23][CH:24]=[CH:25][C:20]=1[C:17]1[CH:18]=[CH:19][C:14]([CH2:13][N:12]2[C:3]3[C:4]([C:5]([O:7][CH3:8])=[O:6])=[CH:9][CH:10]=[CH:11][C:2]=3[N:1]=[C:28]2[O:29][CH2:30][C:31]([F:34])([F:33])[F:32])=[CH:15][CH:16]=1)#[N:27], predict the reactants needed to synthesize it. The reactants are: [NH2:1][C:2]1[C:3]([NH:12][CH2:13][C:14]2[CH:19]=[CH:18][C:17]([C:20]3[CH:25]=[CH:24][CH:23]=[CH:22][C:21]=3[C:26]#[N:27])=[CH:16][CH:15]=2)=[C:4]([CH:9]=[CH:10][CH:11]=1)[C:5]([O:7][CH3:8])=[O:6].[C:28]([O-])([O-])([O-])[O:29][CH2:30][C:31]([F:34])([F:33])[F:32]. (4) Given the product [CH3:1][O:2][C:3]1[CH:8]=[CH:7][C:6]([CH2:9][CH2:10][O:11][C:13]2[CH:23]=[C:17]3[N:18]([CH3:22])[CH2:19][CH2:20][CH2:21][N:16]3[C:15](=[O:24])[N:14]=2)=[CH:5][CH:4]=1, predict the reactants needed to synthesize it. The reactants are: [CH3:1][O:2][C:3]1[CH:8]=[CH:7][C:6]([CH2:9][CH2:10][OH:11])=[CH:5][CH:4]=1.Cl[C:13]1[CH:23]=[C:17]2[N:18]([CH3:22])[CH2:19][CH2:20][CH2:21][N:16]2[C:15](=[O:24])[N:14]=1.[H-].[Na+]. (5) The reactants are: C(NC1C=CC(C2C=C3C(CN([C@@H](C(C)C)C(O)=O)C3=O)=CC=2)=CC=1)(=O)C1C=CC=CC=1.[CH3:33][O:34][C:35]1[CH:67]=[CH:66][CH:65]=[CH:64][C:36]=1[C:37]([NH:39][C:40]1[CH:45]=[CH:44][C:43]([C:46]2[CH:54]=[C:53]3[C:49]([CH2:50][N:51]([C@@H:56]([CH:61]([CH3:63])[CH3:62])[C:57]([O:59]C)=[O:58])[C:52]3=[O:55])=[CH:48][CH:47]=2)=[CH:42][CH:41]=1)=[O:38]. Given the product [CH3:33][O:34][C:35]1[CH:67]=[CH:66][CH:65]=[CH:64][C:36]=1[C:37]([NH:39][C:40]1[CH:41]=[CH:42][C:43]([C:46]2[CH:54]=[C:53]3[C:49]([CH2:50][N:51]([C@@H:56]([CH:61]([CH3:63])[CH3:62])[C:57]([OH:59])=[O:58])[C:52]3=[O:55])=[CH:48][CH:47]=2)=[CH:44][CH:45]=1)=[O:38], predict the reactants needed to synthesize it. (6) Given the product [CH:19]([C:22]1[CH:27]=[CH:26][CH:25]=[CH:24][C:23]=1[C:2]1[CH:3]=[N:4][C:5]2[N:6]([CH:8]=[C:9]([CH2:11][O:12][C:13]3[CH:18]=[CH:17][CH:16]=[CH:15][N:14]=3)[N:10]=2)[CH:7]=1)([CH3:21])[CH3:20], predict the reactants needed to synthesize it. The reactants are: Br[C:2]1[CH:3]=[N:4][C:5]2[N:6]([CH:8]=[C:9]([CH2:11][O:12][C:13]3[CH:18]=[CH:17][CH:16]=[CH:15][N:14]=3)[N:10]=2)[CH:7]=1.[CH:19]([C:22]1[CH:27]=[CH:26][CH:25]=[CH:24][C:23]=1B(O)O)([CH3:21])[CH3:20].